Dataset: Full USPTO retrosynthesis dataset with 1.9M reactions from patents (1976-2016). Task: Predict the reactants needed to synthesize the given product. (1) Given the product [NH2:27][C:24]1[CH:23]=[CH:22][C:21]([S:20][C:18]2[CH:17]=[CH:16][N:15]=[C:14]([NH:1][CH2:2][CH2:3][N:4]([CH3:12])[C:5](=[O:11])[O:6][C:7]([CH3:8])([CH3:9])[CH3:10])[N:19]=2)=[CH:26][CH:25]=1, predict the reactants needed to synthesize it. The reactants are: [NH2:1][CH2:2][CH2:3][N:4]([CH3:12])[C:5](=[O:11])[O:6][C:7]([CH3:10])([CH3:9])[CH3:8].Cl[C:14]1[N:19]=[C:18]([S:20][C:21]2[CH:26]=[CH:25][C:24]([NH2:27])=[CH:23][CH:22]=2)[CH:17]=[CH:16][N:15]=1. (2) The reactants are: [CH3:1][O:2][C:3](=[O:27])[C:4]1[CH:9]=[CH:8][C:7]([S:10](=[O:25])(=[O:24])[NH:11][C@H:12]([C:21](=[O:23])[NH2:22])[CH2:13][C:14]([O:16][C:17]([CH3:20])([CH3:19])[CH3:18])=[O:15])=[C:6]([OH:26])[CH:5]=1.C1(O)C=CC=CC=1.[N:35]1[C:44]2[C:39](=[C:40]([CH2:45][CH2:46]O)[CH:41]=[CH:42][CH:43]=2)[CH:38]=[CH:37][CH:36]=1.C1(P(C2C=CC=CC=2)C2C=CC=CC=2)C=CC=CC=1.N(C(OCC)=O)=NC(OCC)=O. Given the product [CH3:1][O:2][C:3](=[O:27])[C:4]1[CH:9]=[CH:8][C:7]([S:10](=[O:24])(=[O:25])[NH:11][C@H:12]([C:21](=[O:23])[NH2:22])[CH2:13][C:14]([O:16][C:17]([CH3:20])([CH3:19])[CH3:18])=[O:15])=[C:6]([O:26][CH2:46][CH2:45][C:40]2[CH:41]=[CH:42][CH:43]=[C:44]3[C:39]=2[CH:38]=[CH:37][CH:36]=[N:35]3)[CH:5]=1, predict the reactants needed to synthesize it. (3) Given the product [CH3:19][N:14]([CH2:13][C:12]1[CH:20]=[CH:21][CH:22]=[CH:23][C:11]=1[NH:10][C:6]1[C:5]2[N:4]([N:3]=[C:2]([NH:38][C:35]3[CH:36]=[CH:37][C:32]([CH:29]4[CH2:28][CH2:27][N:26]([CH3:25])[CH2:31][CH2:30]4)=[CH:33][CH:34]=3)[N:24]=2)[CH:9]=[CH:8][CH:7]=1)[S:15]([CH3:18])(=[O:17])=[O:16], predict the reactants needed to synthesize it. The reactants are: Cl[C:2]1[N:24]=[C:5]2[C:6]([NH:10][C:11]3[CH:23]=[CH:22][CH:21]=[CH:20][C:12]=3[CH2:13][N:14]([CH3:19])[S:15]([CH3:18])(=[O:17])=[O:16])=[CH:7][CH:8]=[CH:9][N:4]2[N:3]=1.[CH3:25][N:26]1[CH2:31][CH2:30][CH:29]([C:32]2[CH:37]=[CH:36][C:35]([NH2:38])=[CH:34][CH:33]=2)[CH2:28][CH2:27]1.C1(P(C2CCCCC2)C2C=CC=CC=2C2C=CC=CC=2P(C2CCCCC2)C2CCCCC2)CCCCC1. (4) The reactants are: C(N(CC)CC)C.Cl[C:9](=[O:18])[CH2:10][CH2:11][CH2:12][CH2:13][C:14]([O:16][CH3:17])=[O:15].[Cl:19][C:20]1[CH:21]=[CH:22][C:23]2[N:29]([CH2:30][C:31]([CH3:34])([CH3:33])[CH3:32])[C:28](=[O:35])[C@@H:27]([CH2:36][C:37](=[N:39]O)[NH2:38])[O:26][C@H:25]([C:41]3[CH:46]=[CH:45][CH:44]=[C:43]([O:47][CH3:48])[C:42]=3[O:49][CH3:50])[C:24]=2[CH:51]=1. Given the product [Cl:19][C:20]1[CH:21]=[CH:22][C:23]2[N:29]([CH2:30][C:31]([CH3:34])([CH3:32])[CH3:33])[C:28](=[O:35])[C@@H:27]([CH2:36][C:37]3[N:39]=[C:9]([CH2:10][CH2:11][CH2:12][CH2:13][C:14]([O:16][CH3:17])=[O:15])[O:18][N:38]=3)[O:26][C@H:25]([C:41]3[CH:46]=[CH:45][CH:44]=[C:43]([O:47][CH3:48])[C:42]=3[O:49][CH3:50])[C:24]=2[CH:51]=1, predict the reactants needed to synthesize it. (5) Given the product [Cl:1][C:2]1[CH:9]=[CH:8][C:7]([CH2:10][CH3:11])=[C:4]([CH:5]=[C:14]([Br:16])[Br:15])[C:3]=1[CH2:12][CH3:13], predict the reactants needed to synthesize it. The reactants are: [Cl:1][C:2]1[C:3]([CH2:12][CH3:13])=[C:4]([C:7]([CH2:10][CH3:11])=[CH:8][CH:9]=1)[CH:5]=O.[C:14](Br)(Br)([Br:16])[Br:15].C1(P(C2C=CC=CC=2)C2C=CC=CC=2)C=CC=CC=1.